From a dataset of Full USPTO retrosynthesis dataset with 1.9M reactions from patents (1976-2016). Predict the reactants needed to synthesize the given product. (1) Given the product [CH2:35]([N:19]([CH2:17][CH3:18])[CH2:20][CH2:21][CH2:22][NH:23][C:24]([C:26]1[C:30]([CH3:31])=[C:29]([CH:32]=[C:10]2[C:9]3[C:13](=[CH:14][CH:15]=[C:7]([C:1]4[CH:2]=[CH:3][CH:4]=[CH:5][CH:6]=4)[CH:8]=3)[NH:12][C:11]2=[O:16])[NH:28][C:27]=1[CH3:34])=[O:25])[CH3:36], predict the reactants needed to synthesize it. The reactants are: [C:1]1([C:7]2[CH:8]=[C:9]3[C:13](=[CH:14][CH:15]=2)[NH:12][C:11](=[O:16])[CH2:10]3)[CH:6]=[CH:5][CH:4]=[CH:3][CH:2]=1.[CH2:17]([N:19]([CH2:35][CH3:36])[CH2:20][CH2:21][CH2:22][NH:23][C:24]([C:26]1[C:30]([CH3:31])=[C:29]([CH:32]=O)[NH:28][C:27]=1[CH3:34])=[O:25])[CH3:18]. (2) The reactants are: [Cl:1][C:2]1[CH:8]=[C:7]([O:9][C:10]2[C:19]3[C:14](=[CH:15][C:16]([O:22][CH3:23])=[C:17]([O:20][CH3:21])[CH:18]=3)[N:13]=[CH:12][N:11]=2)[CH:6]=[CH:5][C:3]=1[NH2:4].C(N(CC)CC)C.Cl[C:32](Cl)([O:34]C(=O)OC(Cl)(Cl)Cl)Cl.[NH2:43][C:44]1[O:48][N:47]=[C:46]([CH3:49])[CH:45]=1. Given the product [Cl:1][C:2]1[CH:8]=[C:7]([O:9][C:10]2[C:19]3[C:14](=[CH:15][C:16]([O:22][CH3:23])=[C:17]([O:20][CH3:21])[CH:18]=3)[N:13]=[CH:12][N:11]=2)[CH:6]=[CH:5][C:3]=1[NH:4][C:32]([NH:43][C:44]1[O:48][N:47]=[C:46]([CH3:49])[CH:45]=1)=[O:34], predict the reactants needed to synthesize it.